This data is from Forward reaction prediction with 1.9M reactions from USPTO patents (1976-2016). The task is: Predict the product of the given reaction. (1) Given the reactants [Cl:1][C:2]1[CH:3]=[C:4]([NH:8][S:9]([CH:12]([CH3:14])[CH3:13])(=[O:11])=[O:10])[CH:5]=[CH:6][CH:7]=1.Br[CH2:16][C:17]1[C:26]2[C:21](=[C:22]([F:28])[C:23]([F:27])=[CH:24][CH:25]=2)[NH:20][C:19](=[O:29])[CH:18]=1, predict the reaction product. The product is: [Cl:1][C:2]1[CH:3]=[C:4]([N:8]([CH2:16][C:17]2[C:26]3[C:21](=[C:22]([F:28])[C:23]([F:27])=[CH:24][CH:25]=3)[NH:20][C:19](=[O:29])[CH:18]=2)[S:9]([CH:12]([CH3:14])[CH3:13])(=[O:10])=[O:11])[CH:5]=[CH:6][CH:7]=1. (2) Given the reactants [F:1][C:2]([F:22])([F:21])[C:3]1[CH:4]=[C:5]([CH:14]=[C:15]([C:17]([F:20])([F:19])[F:18])[CH:16]=1)[CH2:6][NH:7][C:8]1[N:9]=[N:10][N:11]([CH3:13])[N:12]=1.[H-].[Na+].Br[CH2:26][C:27]1[CH:32]=[C:31]([C:33]([F:36])([F:35])[F:34])[CH:30]=[CH:29][C:28]=1[C:37]1([O:45][CH3:46])[CH2:42][CH2:41][CH:40]([C:43]#[N:44])[CH2:39][CH2:38]1.Cl, predict the reaction product. The product is: [F:18][C:17]([F:19])([F:20])[C:15]1[CH:14]=[C:5]([CH:4]=[C:3]([C:2]([F:1])([F:21])[F:22])[CH:16]=1)[CH2:6][N:7]([CH2:26][C:27]1[CH:32]=[C:31]([C:33]([F:34])([F:35])[F:36])[CH:30]=[CH:29][C:28]=1[C:37]1([O:45][CH3:46])[CH2:38][CH2:39][CH:40]([C:43]#[N:44])[CH2:41][CH2:42]1)[C:8]1[N:9]=[N:10][N:11]([CH3:13])[N:12]=1. (3) The product is: [CH2:23]([C@H:9]([NH:8][C:41](=[O:43])[C:40]1[CH:44]=[C:45]([CH3:47])[CH:46]=[C:38]([C:36]([N:35]([CH2:32][CH2:33][CH3:34])[CH2:48][CH2:49][CH3:50])=[O:37])[CH:39]=1)[C@H:10]([OH:22])[CH2:11][NH:12][CH2:13][CH2:14][CH2:19][C:18]1[CH:17]=[CH:16][C:15]([CH3:2])=[CH:56][C:51]=1[CH3:52])[C:24]1[CH:25]=[CH:26][CH:27]=[CH:28][CH:29]=1. Given the reactants F[C:2](F)(F)C(O)=O.[NH2:8][C@@H:9]([CH2:23][C:24]1[CH:29]=[C:28](F)[CH:27]=[C:26](F)[CH:25]=1)[C@H:10]([OH:22])[CH2:11][NH:12][CH2:13][C:14]1[CH:19]=[CH:18][CH:17]=[C:16](OC)[CH:15]=1.[CH2:32]([N:35]([CH2:48][CH2:49][CH3:50])[C:36]([C:38]1[CH:39]=[C:40]([CH:44]=[C:45]([CH3:47])[CH:46]=1)[C:41]([OH:43])=O)=[O:37])[CH2:33][CH3:34].[CH:51]1[CH:52]=CC2N(O)N=NC=2[CH:56]=1.CN1CCOCC1.C(Cl)CCl, predict the reaction product. (4) Given the reactants [Cl:1][C:2]1[CH:7]=[CH:6][C:5]([CH2:8][CH:9]2[CH2:13][CH2:12][CH2:11][S:10]2=[O:14])=[CH:4][N:3]=1.I.[N-:16]=[N+]=[N-].[Na+], predict the reaction product. The product is: [Cl:1][C:2]1[N:3]=[CH:4][C:5]([CH2:8][CH:9]2[CH2:13][CH2:12][CH2:11][S:10]2(=[O:14])=[NH:16])=[CH:6][CH:7]=1. (5) Given the reactants [NH2:1][C:2]1[N:22]=[C:5]2[C:6]([C:10]3[CH:15]=[CH:14][C:13]([S:16]([N:19]([CH3:21])[CH3:20])(=[O:18])=[O:17])=[CH:12][CH:11]=3)=[CH:7][CH:8]=[CH:9][N:4]2[N:3]=1.Br[C:24]1[CH:29]=[CH:28][C:27]([N:30]2[CH2:35][CH2:34][N:33]([CH3:36])[CH2:32][CH2:31]2)=[CH:26][CH:25]=1.C1(P(C2CCCCC2)C2C=CC=CC=2C2C=CC=CC=2P(C2CCCCC2)C2CCCCC2)CCCCC1, predict the reaction product. The product is: [CH3:21][N:19]([CH3:20])[S:16]([C:13]1[CH:12]=[CH:11][C:10]([C:6]2[C:5]3[N:4]([N:3]=[C:2]([NH:1][C:24]4[CH:25]=[CH:26][C:27]([N:30]5[CH2:35][CH2:34][N:33]([CH3:36])[CH2:32][CH2:31]5)=[CH:28][CH:29]=4)[N:22]=3)[CH:9]=[CH:8][CH:7]=2)=[CH:15][CH:14]=1)(=[O:18])=[O:17]. (6) Given the reactants Cl[C:2]1[C:10]2[C:9]3[CH:11]=[C:12]([C:15]#[N:16])[N:13]=[CH:14][C:8]=3[N:7]([CH2:17][O:18][CH2:19][CH2:20][Si:21]([CH3:24])([CH3:23])[CH3:22])[C:6]=2[N:5]=[CH:4][CH:3]=1.[H-].[Na+].[O:27]1CCCC1, predict the reaction product. The product is: [OH:27][C:2]1[C:10]2[C:9]3[CH:11]=[C:12]([C:15]#[N:16])[N:13]=[CH:14][C:8]=3[N:7]([CH2:17][O:18][CH2:19][CH2:20][Si:21]([CH3:24])([CH3:23])[CH3:22])[C:6]=2[N:5]=[CH:4][CH:3]=1. (7) Given the reactants C1(CCC(Cl)=O)CCCC1.[CH:11]1([CH2:16][CH2:17][C:18]([N:20]=[C:21]=[S:22])=[O:19])[CH2:15][CH2:14][CH2:13][CH2:12]1.[Cl:23][C:24]1[CH:30]=[C:29]([O:31][C:32]2[C:41]3[C:36](=[CH:37][C:38]([O:44][CH3:45])=[C:39]([O:42][CH3:43])[CH:40]=3)[N:35]=[CH:34][CH:33]=2)[CH:28]=[CH:27][C:25]=1[NH2:26].C1(C)C=CC=CC=1, predict the reaction product. The product is: [CH:11]1([CH2:16][CH2:17][C:18]([N:20]=[C:21]=[S:22])=[O:19])[CH2:12][CH2:13][CH2:14][CH2:15]1.[Cl:23][C:24]1[CH:30]=[C:29]([O:31][C:32]2[C:41]3[C:36](=[CH:37][C:38]([O:44][CH3:45])=[C:39]([O:42][CH3:43])[CH:40]=3)[N:35]=[CH:34][CH:33]=2)[CH:28]=[CH:27][C:25]=1[NH:26][C:21]([NH:20][C:18](=[O:19])[CH2:17][CH2:16][CH:11]1[CH2:12][CH2:13][CH2:14][CH2:15]1)=[S:22]. (8) Given the reactants Br[CH2:2][CH2:3][CH2:4][CH2:5][C:6]([CH3:18])([C:12]1[CH:17]=[CH:16][CH:15]=[CH:14][CH:13]=1)[C:7]([O:9][CH2:10][CH3:11])=[O:8].N[C:20](N)=[S:21].[OH-:23].[K+], predict the reaction product. The product is: [CH2:10]([O:9][C:7](=[O:8])[C:6]([CH3:18])([C:12]1[CH:17]=[CH:16][CH:15]=[CH:14][CH:13]=1)[CH2:5][CH2:4][CH2:3][CH2:2][S:21][CH2:20][CH2:3][CH2:4][CH2:5][C:6]([C:7]([O:9][CH2:10][CH3:11])=[O:23])([C:12]1[CH:13]=[CH:14][CH:15]=[CH:16][CH:17]=1)[CH3:18])[CH3:11]. (9) Given the reactants C([O:9][C:10]1[CH:18]=[CH:17][CH:16]=[C:15]2[C:11]=1[CH2:12][CH2:13][CH:14]2[NH:19][C:20]([NH:22][CH2:23][CH2:24][F:25])=[O:21])(=O)C1C=CC=CC=1.[OH-].[Li+], predict the reaction product. The product is: [F:25][CH2:24][CH2:23][NH:22][C:20]([NH:19][CH:14]1[C:15]2[C:11](=[C:10]([OH:9])[CH:18]=[CH:17][CH:16]=2)[CH2:12][CH2:13]1)=[O:21].